From a dataset of Forward reaction prediction with 1.9M reactions from USPTO patents (1976-2016). Predict the product of the given reaction. (1) Given the reactants [CH2:1]([O:8][C:9]([NH:11][C@@H:12]([C:17]([OH:19])=[O:18])[CH2:13][C:14]([OH:16])=O)=[O:10])[C:2]1[CH:7]=[CH:6][CH:5]=[CH:4][CH:3]=1.S(Cl)(Cl)=O, predict the reaction product. The product is: [O:18]=[C:17]1[C@H:12]([NH:11][C:9](=[O:10])[O:8][CH2:1][C:2]2[CH:3]=[CH:4][CH:5]=[CH:6][CH:7]=2)[CH2:13][C:14](=[O:16])[O:19]1. (2) Given the reactants CO[C:3]1[CH2:9][CH2:8][NH:7][CH:6]([C:10]([O:12][C:13]([CH3:16])([CH3:15])[CH3:14])=[O:11])[CH2:5][N:4]=1.[C:17](#[N:21])[CH2:18][C:19]#[N:20], predict the reaction product. The product is: [C:19]([C:18]([C:17]#[N:21])=[C:3]1[CH:9]=[CH:8][N:7]=[C:6]([C:10]([O:12][C:13]([CH3:16])([CH3:15])[CH3:14])=[O:11])[CH:5]=[N:4]1)#[N:20].